This data is from Catalyst prediction with 721,799 reactions and 888 catalyst types from USPTO. The task is: Predict which catalyst facilitates the given reaction. (1) Reactant: [NH2:1][C:2]1[S:10][C:5]2[CH2:6][O:7][CH2:8][CH2:9][C:4]=2[C:3]=1[C:11]#[N:12].C(=O)([O-])[O-].[K+].[K+].[C:19]1([CH:25]([CH2:29][CH3:30])[C:26](Cl)=[O:27])[CH:24]=[CH:23][CH:22]=[CH:21][CH:20]=1. Product: [C:11]([C:3]1[C:4]2[CH2:9][CH2:8][O:7][CH2:6][C:5]=2[S:10][C:2]=1[NH:1][C:26](=[O:27])[CH:25]([C:19]1[CH:24]=[CH:23][CH:22]=[CH:21][CH:20]=1)[CH2:29][CH3:30])#[N:12]. The catalyst class is: 27. (2) Reactant: CC(OC([NH:8][CH2:9][CH2:10][CH2:11][CH2:12][C@H:13]([NH:17][C:18]([O:20][CH2:21][CH:22]1[C:34]2[C:29](=[CH:30][CH:31]=[CH:32][CH:33]=2)[C:28]2[C:23]1=[CH:24][CH:25]=[CH:26][CH:27]=2)=[O:19])[C:14]([OH:16])=[O:15])=O)(C)C. Product: [CH:25]1[CH:24]=[C:23]2[CH:22]([CH2:21][O:20][C:18]([NH:17][CH:13]([C:14]([OH:16])=[O:15])[CH2:12][CH2:11][CH2:10][CH2:9][NH2:8])=[O:19])[C:34]3[C:29]([C:28]2=[CH:27][CH:26]=1)=[CH:30][CH:31]=[CH:32][CH:33]=3. The catalyst class is: 157. (3) Reactant: [C:1]([NH:8][CH2:9][C:10]1[CH:15]=[CH:14][C:13]([CH2:16][C:17]([O:19][CH3:20])=[O:18])=[CH:12][CH:11]=1)([O:3][C:4]([CH3:7])([CH3:6])[CH3:5])=[O:2].C[Si]([N-][Si](C)(C)C)(C)C.[K+].C(C1C=C(C(C)C)C=C(C(C)C)C=1S([N:49]=[N+:50]=[N-:51])(=O)=O)(C)C.C(O)(=O)C. Product: [CH3:20][O:19][C:17](=[O:18])[CH:16]([C:13]1[CH:12]=[CH:11][C:10]([CH2:9][NH:8][C:1]([O:3][C:4]([CH3:6])([CH3:5])[CH3:7])=[O:2])=[CH:15][CH:14]=1)[N:49]=[N+:50]=[N-:51]. The catalyst class is: 1. (4) Reactant: Br[C:2]1[CH:3]=[C:4]2[C:9](=[N:10][C:11]=1[CH:12]([O:15][CH3:16])[O:13][CH3:14])[N:8]([C:17]([NH:19][C:20]1[CH:25]=[CH:24][C:23]([C:26]([F:29])([F:28])[F:27])=[CH:22][N:21]=1)=[O:18])[CH2:7][CH2:6][CH2:5]2.[Li]CCCC.[F:35]N(S(C1C=CC=CC=1)(=O)=O)S(C1C=CC=CC=1)(=O)=O. Product: [CH3:14][O:13][CH:12]([O:15][CH3:16])[C:11]1[N:10]=[C:9]2[C:4]([CH2:5][CH2:6][CH2:7][N:8]2[C:17]([NH:19][C:20]2[CH:25]=[CH:24][C:23]([C:26]([F:29])([F:28])[F:27])=[CH:22][N:21]=2)=[O:18])=[CH:3][C:2]=1[F:35]. The catalyst class is: 1. (5) Reactant: [NH2:1]/[C:2](/[CH3:6])=[CH:3]/[C:4]#[N:5].[C:7](OC1C(Cl)=CC(Cl)=CC=1Cl)(=[O:21])[CH2:8][C:9](OC1C(Cl)=CC(Cl)=CC=1Cl)=[O:10].CCOCC. Product: [OH:21][C:7]1[C:3]([C:4]#[N:5])=[C:2]([CH3:6])[NH:1][C:9](=[O:10])[CH:8]=1. The catalyst class is: 270. (6) Reactant: C(OC(=O)C[N:6]([CH2:20][C:21]1[CH:26]=[CH:25][CH:24]=[CH:23][CH:22]=1)[C:7]([NH:9][CH:10]1[CH:17]2CC3CC(CC1C3)C2)=[O:8])C.[C:28]1([CH3:34])[CH:33]=[CH:32][CH:31]=[CH:30][CH:29]=1.[H-].[CH2:36]([Al+]CC(C)C)[CH:37](C)[CH3:38]. Product: [CH:28]12[CH2:34][CH:37]3[CH2:38][CH:32]([CH2:31][CH:30]([CH2:36]3)[CH:29]1[N:9]1[CH:10]=[CH:17][N:6]([CH2:20][C:21]3[CH:22]=[CH:23][CH:24]=[CH:25][CH:26]=3)[C:7]1=[O:8])[CH2:33]2. The catalyst class is: 2.